This data is from Reaction yield outcomes from USPTO patents with 853,638 reactions. The task is: Predict the reaction yield, written as a fraction of the theoretical maximum amount of product (1.0 means a 100% yield; for example, 0.34 means a 34% yield). (1) The reactants are [Cl:1][C:2]1[CH:7]=[C:6]([F:8])[CH:5]=[CH:4][C:3]=1[S:9](Cl)(=[O:11])=[O:10].[NH2:13][C:14]1[CH:15]=[C:16]([C:20]2[NH:24][N:23]=[N:22][N:21]=2)[CH:17]=[CH:18][CH:19]=1. No catalyst specified. The product is [Cl:1][C:2]1[CH:7]=[C:6]([F:8])[CH:5]=[CH:4][C:3]=1[S:9]([NH:13][C:14]1[CH:19]=[CH:18][CH:17]=[C:16]([C:20]2[NH:24][N:23]=[N:22][N:21]=2)[CH:15]=1)(=[O:11])=[O:10]. The yield is 0.620. (2) The reactants are [F:1][C:2]([F:18])([F:17])[CH2:3][NH:4][CH:5]1[CH2:11][CH2:10][C:9]2[CH:12]=[C:13]([NH2:16])[CH:14]=[CH:15][C:8]=2[CH2:7][CH2:6]1.Cl[C:20]1[N:25]=[C:24]([NH:26][C:27]2[CH:32]=[CH:31][CH:30]=[CH:29][C:28]=2[O:33][CH3:34])[C:23]([Cl:35])=[CH:22][N:21]=1. No catalyst specified. The product is [Cl:35][C:23]1[C:24]([NH:26][C:27]2[CH:32]=[CH:31][CH:30]=[CH:29][C:28]=2[O:33][CH3:34])=[N:25][C:20]([NH:16][C:13]2[CH:14]=[CH:15][C:8]3[CH2:7][CH2:6][CH:5]([NH:4][CH2:3][C:2]([F:17])([F:18])[F:1])[CH2:11][CH2:10][C:9]=3[CH:12]=2)=[N:21][CH:22]=1. The yield is 0.230. (3) The reactants are [Si]([O:8][CH2:9][C:10]1[CH:15]=[CH:14][CH:13]=[CH:12][C:11]=1[NH:16][C:17]1[N:25]=[C:24]2[C:20]([NH:21][C:22](=[O:34])[N:23]2[C:26]2[CH:31]=[CH:30][CH:29]=[CH:28][C:27]=2[O:32][CH3:33])=[C:19]([C:35]([NH2:37])=[O:36])[N:18]=1)(C(C)(C)C)(C)C.[Si](OCC1C=CC=CC=1NC1N=C2C(NC(=O)N2C2C=CC=CC=2OC)=C(C(OCC)=O)N=1)(C(C)(C)C)(C)C. The catalyst is CO.N. The product is [OH:8][CH2:9][C:10]1[CH:15]=[CH:14][CH:13]=[CH:12][C:11]=1[NH:16][C:17]1[N:25]=[C:24]2[C:20]([NH:21][C:22](=[O:34])[N:23]2[C:26]2[CH:31]=[CH:30][CH:29]=[CH:28][C:27]=2[O:32][CH3:33])=[C:19]([C:35]([NH2:37])=[O:36])[N:18]=1. The yield is 0.900. (4) The reactants are Cl.[CH2:2]([N:5]([CH2:21][CH2:22][CH3:23])[CH2:6][CH2:7][CH2:8][CH2:9][N:10]([CH2:12][C:13]1[CH:20]=[CH:19][C:16]([CH2:17][NH2:18])=[CH:15][CH:14]=1)[CH3:11])[CH2:3][CH3:4].[OH-].[Na+]. The catalyst is O. The product is [CH2:21]([N:5]([CH2:2][CH2:3][CH3:4])[CH2:6][CH2:7][CH2:8][CH2:9][N:10]([CH2:12][C:13]1[CH:14]=[CH:15][C:16]([CH2:17][NH2:18])=[CH:19][CH:20]=1)[CH3:11])[CH2:22][CH3:23]. The yield is 0.950. (5) The reactants are [CH2:1]([O:3][C:4](=[O:29])[CH2:5][N:6]([CH2:23][C:24]([O:26][CH2:27][CH3:28])=[O:25])[C:7]1[CH:12]=[C:11]([CH2:13][CH2:14][C:15]([O:17]C(C)(C)C)=[O:16])[CH:10]=[CH:9][C:8]=1[CH3:22])[CH3:2].Cl.O1CCOCC1. The catalyst is ClCCl. The product is [CH2:1]([O:3][C:4](=[O:29])[CH2:5][N:6]([CH2:23][C:24]([O:26][CH2:27][CH3:28])=[O:25])[C:7]1[CH:12]=[C:11]([CH2:13][CH2:14][C:15]([OH:17])=[O:16])[CH:10]=[CH:9][C:8]=1[CH3:22])[CH3:2]. The yield is 0.790. (6) The reactants are [Cl:1][C:2]1[CH:7]=[C:6]([Cl:8])[CH:5]=[C:4]([CH3:9])[C:3]=1[N:10]1[C:14]2=[N:15][C:16]3[C:17](=[C:18]([C:22]([O:24]C)=O)[CH:19]=[CH:20][CH:21]=3)[N:13]2[CH2:12][CH2:11]1.[CH:26]1([Mg]Br)[CH2:28][CH2:27]1.O.O1[CH2:36][CH2:35][CH2:34]C1. No catalyst specified. The product is [CH:26]1([C:22]([CH:34]2[CH2:35][CH2:36]2)([C:18]2[C:17]3[N:13]4[CH2:12][CH2:11][N:10]([C:3]5[C:4]([CH3:9])=[CH:5][C:6]([Cl:8])=[CH:7][C:2]=5[Cl:1])[C:14]4=[N:15][C:16]=3[CH:21]=[CH:20][CH:19]=2)[OH:24])[CH2:28][CH2:27]1. The yield is 0.390.